Dataset: NCI-60 drug combinations with 297,098 pairs across 59 cell lines. Task: Regression. Given two drug SMILES strings and cell line genomic features, predict the synergy score measuring deviation from expected non-interaction effect. (1) Drug 1: C1=C(C(=O)NC(=O)N1)N(CCCl)CCCl. Drug 2: CC1=C(C=C(C=C1)C(=O)NC2=CC(=CC(=C2)C(F)(F)F)N3C=C(N=C3)C)NC4=NC=CC(=N4)C5=CN=CC=C5. Cell line: SF-295. Synergy scores: CSS=36.8, Synergy_ZIP=4.11, Synergy_Bliss=5.78, Synergy_Loewe=7.23, Synergy_HSA=7.33. (2) Cell line: K-562. Drug 1: CC1C(C(=O)NC(C(=O)N2CCCC2C(=O)N(CC(=O)N(C(C(=O)O1)C(C)C)C)C)C(C)C)NC(=O)C3=C4C(=C(C=C3)C)OC5=C(C(=O)C(=C(C5=N4)C(=O)NC6C(OC(=O)C(N(C(=O)CN(C(=O)C7CCCN7C(=O)C(NC6=O)C(C)C)C)C)C(C)C)C)N)C. Drug 2: CC1CCC2CC(C(=CC=CC=CC(CC(C(=O)C(C(C(=CC(C(=O)CC(OC(=O)C3CCCCN3C(=O)C(=O)C1(O2)O)C(C)CC4CCC(C(C4)OC)OCCO)C)C)O)OC)C)C)C)OC. Synergy scores: CSS=25.5, Synergy_ZIP=8.03, Synergy_Bliss=10.7, Synergy_Loewe=7.37, Synergy_HSA=13.4.